Task: Predict the product of the given reaction.. Dataset: Forward reaction prediction with 1.9M reactions from USPTO patents (1976-2016) (1) Given the reactants [C:1]1([C@@H:7]2[O:9][C@H:8]2[C:10]([O-:12])=O)[CH:6]=[CH:5][CH:4]=[CH:3][CH:2]=1.[K+].[CH:14]1[CH:15]=CC2N(O)N=N[C:18]=2[CH:19]=1.C[N:25]1[CH2:30][CH2:29][O:28][CH2:27][CH2:26]1.[CH3:31][CH2:32]N=C=NCCCN(C)C.Cl, predict the reaction product. The product is: [CH:29]1([CH2:30][N:25]([C@@H:26]2[CH2:18][CH2:19][CH2:14][CH2:15][C@H:27]2[OH:28])[C:10]([C@H:8]2[C@H:7]([C:1]3[CH:2]=[CH:3][CH:4]=[CH:5][CH:6]=3)[O:9]2)=[O:12])[CH2:32][CH2:31]1. (2) The product is: [Cl:49][C:44]1[CH:43]=[C:42]([CH:47]=[CH:46][C:45]=1[Cl:48])[CH2:41][N:32]1[CH2:31][C:21]2([N:20]([C:17]3[CH:16]=[CH:15][C:14]([O:13][CH3:12])=[CH:19][CH:18]=3)[C:29](=[O:30])[C:28]3[C:23](=[CH:24][CH:25]=[CH:26][CH:27]=3)[NH:22]2)[CH2:33]1. Given the reactants S(C1C=CC(C)=CC=1)([O-])(=O)=O.[CH3:12][O:13][C:14]1[CH:19]=[CH:18][C:17]([N:20]2[C:29](=[O:30])[C:28]3[C:23](=[CH:24][CH:25]=[CH:26][CH:27]=3)[NH:22][C:21]32[CH2:33][NH:32][CH2:31]3)=[CH:16][CH:15]=1.C(=O)([O-])[O-].[Cs+].[Cs+].Br[CH2:41][C:42]1[CH:47]=[CH:46][C:45]([Cl:48])=[C:44]([Cl:49])[CH:43]=1.C([O-])(O)=O.[Na+], predict the reaction product. (3) Given the reactants Cl[C:2]1[N:7]=[C:6]([O:8][CH3:9])[N:5]=[C:4]([NH:10][CH2:11][CH2:12][C:13]2[CH:18]=[CH:17][C:16]([C:19]([F:22])([F:21])[F:20])=[CH:15][C:14]=2[F:23])[CH:3]=1.[C:24]([CH2:26][C:27]1[CH:28]=[C:29](B(O)O)[CH:30]=[CH:31][CH:32]=1)#[N:25].C([O-])([O-])=O.[Cs+].[Cs+], predict the reaction product. The product is: [F:23][C:14]1[CH:15]=[C:16]([C:19]([F:22])([F:21])[F:20])[CH:17]=[CH:18][C:13]=1[CH2:12][CH2:11][NH:10][C:4]1[N:5]=[C:6]([O:8][CH3:9])[N:7]=[C:2]([C:31]2[CH:32]=[C:27]([CH2:26][C:24]#[N:25])[CH:28]=[CH:29][CH:30]=2)[CH:3]=1.